This data is from Human Reference Interactome with 51,813 positive PPI pairs across 8,248 proteins, plus equal number of experimentally-validated negative pairs. The task is: Binary Classification. Given two protein amino acid sequences, predict whether they physically interact or not. (1) Protein 1 (ENSG00000206052) has sequence MASNFNDIVKQGYVKIRSRKLGIFRRCWLVFKKASSKGPRRLEKFPDEKAAYFRNFHKVTELHNIKNITRLPRETKKHAVAIIFHDETSKTFACESELEAEEWCKHLCMECLGTRLNDISLGEPDLLAAGVQREQNERFNVYLMPTPNLDIYGECTMQITHENIYLWDIHNAKVKLVMWPLSSLRRYGRDSTWFTFESGRMCDTGEGLFTFQTREGEMIYQKVHSATLAIAEQHERLMLEMEQKARLQTSLTEPMTLSKSISLPRSAYWHHITRQNSVGEIYSLQGHGFGSSKMSRAQTF.... Protein 2 (ENSG00000138709) has sequence MENWPTPSELVNTGFQSVLSQGNKKPQNRKEKEEKVEKRSNSDSKENRETKLNGPGENVSEDEAQSSNQRKRANKHKWVPLHLDVVRSESQERPGSRNSSRCQPEANKPTHNNRRNDTRSWKRDREKRDDQDDVSSVRSEGGNIRGSFRGRGRGRGRGRGRGRGNPRLNFDYSYGYQEHGERTDQPFQTELNTSMMYYYDDGTGVQVYPVEEALLKEYIKRQIEYYFSVENLERDFFLRGKMDEQGFLPISLIAGFQRVQALTTNLNLILEALKDSTEVEIVDEKMRKKIEPEKWPIPGP.... Result: 0 (the proteins do not interact). (2) Protein 1 (ENSG00000196975) has sequence MAMATKGGTVKAASGFNAMEDAQTLRKAMKGLGTDEDAIISVLAYRNTAQRQEIRTAYKSTIGRDLIDDLKSELSGNFEQVIVGMMTPTVLYDVQELRRAMKGAGTDEGCLIEILASRTPEEIRRISQTYQQQYGRSLEDDIRSDTSFMFQRVLVSLSAGGRDEGNYLDDALVRQDAQDLYEAGEKKWGTDEVKFLTVLCSRNRNHLLHVFDEYKRISQKDIEQSIKSETSGSFEDALLAIVKCMRNKSAYFAEKLYKSMKGLGTDDNTLIRVMVSRAEIDMLDIRAHFKRLYGKSLYSF.... Protein 2 (ENSG00000147996) has sequence MYFTEFPTAHVSFLPFRVDLSNVLDLHAFDSLSGISLQKKLQHVPGTQPHLDQSIVTITFEVPGNAKEEHLNMFIQNLLWEKNVRNKDNHCMEVIRLKGLVSIKDKSQQVIVQGVHELYDLEETPVSWKDDTERTNRLVLIGRNLDKDILKQLFIATVTETEKQWTTHFKEDQVCT*MLPAVGSVDEEEDPAEEDCPELVPIETTQSEEEEKSGLGAKIPVTIITGYLGAGKTTLLNYILTEQHSKRVAVILNESGEGSALEKSLAVSQGGELYEEWLELRNGCLCCSVK*MLPAVGSVD.... Result: 0 (the proteins do not interact). (3) Protein 1 (ENSG00000015133) has sequence MSVLSPGDLKPKRGSPHRGSLDRTDASTDLAMRSWPSELGSRTCSTSATTTAPSNSTPIARHPGRTKGYNSDDNLCEPSLEFEVPNHRQYVSRPSSLESSRNTSSNSSPLNLKGSSEQLHGRSESFSSEDLIPSRDLATLPREASTPGRNALGRHEYPLPRNGPLPQEGAQKRGTAPPYVGVRPCSASPSSEMVTLEEFLEESNRSSPTHDTPSCRDDLLSDYFRKASDPPAIGGQPGPPAKKEGAKMPTNFVAPTVKMAAPTSEGRPLKPGQYVKPNFRLTEAEAPPSVAPRQAQPPQS.... Protein 2 (ENSG00000164904) has sequence MWRLPRALCVHAAKTSKLSGPWSRPAAFMSTLLINQPQYAWLKELGLREENEGVYNGSWGGRGEVITTYCPANNEPIARVRQASVADYEETVKKAREAWKIWADIPAPKRGEIVRQIGDALREKIQVLGSLVSLEMGKILVEGVGEVQEYVDICDYAVGLSRMIGGPILPSERSGHALIEQWNPVGLVGIITAFNFPVAVYGWNNAIAMICGNVCLWKGAPTTSLISVAVTKIIAKVLEDNKLPGAICSLTCGGADIGTAMAKDERVNLLSFTGSTQVGKQVGLMVQERFEQWK*MWRLP.... Result: 0 (the proteins do not interact). (4) Protein 1 (ENSG00000079246) has sequence MVRSGNKAAVVLCMDVGFTMSNSIPGIESPFEQAKKVITMFVQRQVFAENKDEIALVLFGTDGTDNPLSGGDQYQNITVHRHLMLPDFDLLEDIESKIQPGSQQADFLDALIVSMDVIQHETIGKKFEKRHIEIFTDLSSRFSKSQLDIIIHSLKKCDISLQFFLPFSLGKEDGSGDRGDGPFRLGGHGPSFPLKGITEQQKEGLEIVKMVMISLEGEDGLDEIYSFSESLRKLCVFKKIERHSIHWPCRLTIGSNLSIRIAAYKSILQERVKKTWTVVDAKTLKKEDIQKETVYCLNDD.... Protein 2 (ENSG00000011638) has sequence MAKEEPQSISRDLQELQKKLSLLIDSFQNNSKVVAFMKSPVGQYLDSHPFLAFTLLVFIVMSAVPVGFFLLIVVLTTLAALLGVIILEGLVISVGGFSLLCILCGLGFVSLAMSGMMIASYVVVSSLISCWFSPRPLTQQNTSCDFLPAMKSAEFEGLYQE*MAKEEPQSISRDLQELQKKLSLLIDSFQNNSKLPQHSRISLDSDDGVSRLGSAGSKVVAFMKSPVGQYLDSHPFLAFTLLVFIVMSAVPVGFFLLIVVLTTLAALLGVIILEGLVISVGGFSLLCILCGLGFVSLAMS.... Result: 0 (the proteins do not interact). (5) Protein 1 (ENSG00000157625) has sequence MAQSSPQLDIQVLHDLRQRFPEIPEGVVSQCMLQNNNNLEACCRALSMAQSSPQLDIQVLHDLRQRFPEIPEGVVSQCMLQNNNNLEACCRALSQESSKYLYMEYHSPDDNRMNRNRLLHINLGIHSPSSYHPGDGAQLNGGRTLVHSSSDGHIDPQHAAGKQLICLVQEPHSAPAVVAATPNYNPFFMNEQNRSAATPPSQPPQQPSSMQTGMNPSAMQGPSPPPPPPSYMHIPRYSTNPITVTVSQNLPSGQTVPRALQILPQIPSNLYGSPGSIYIRQTSQSSSGRQTPQSTPWQSS.... Protein 2 (ENSG00000109971) has sequence MSKGPAVGIDLGTTYSCVGVFQHGKVEIIANDQGNRTTPSYVAFTDTERLIGDAAKNQVAMNPTNTVFDAKRLIGRRFDDAVVQSDMKHWPFMVVNDAGRPKVQVEYKGETKSFYPEEVSSMVLTKMKEIAEAYLGKTVTNAVVTVPAYFNDSQRQATKDAGTIAGLNVLRIINEPTAAAIAYGLDKKVGAERNVLIFDLGGGTFDVSILTIEDGIFEVKSTAGDTHLGGEDFDNRMVNHFIAEFKRKHKKDISENKRAVRRLRTACERAKRTLSSSTQASIEIDSLYEGIDFYTSITRA.... Result: 0 (the proteins do not interact). (6) Result: 0 (the proteins do not interact). Protein 1 (ENSG00000137473) has sequence MTTLPPLPMTRPKLTALARQKLPCSSRKIPRSQLIKEKDDIDHYLEVNFKGLSKEEVAAYRNSYKKNICVDMLRDGYHKSFTELFALMERWDALREAARVRSLFWLQKPLEEQPDKLDYLYHYLTRAEDAERKESFEDVHNNLYALACYFNNSEDKWVRNHFYERCFKIAQLIKIDCGKKEAEAHMHMGLLYEEDGQLLEAAEHYEAFHQLTQGRIWKDETGRSLNLLACESLLRTYRLLSDKMLENKEYKQAIKILIKASEIAKEGSDKKMEAEASYYLGLAHLAAEEYETALTVLDTY.... Protein 2 (ENSG00000205426) has sequence MTCGSGFGGRAFSCISACGPRPGRCCITAAPYRGISCYRGLTGGFGSHSVCGGFRAGSCGRSFGYRSGGVCGPSPPCITTVSVNESLLTPLNLEIDPNAQCVKQEEKEQIKSLNSRFAAFIDKVRFLEQQNKLLETKLQFYQNRECCQSNLEPLFEGYIETLRREAECVEADSGRLASELNHVQEVLEGYKKKYEEEVSLRATAENEFVALKKDVDCAYLRKSDLEANVEALIQEIDFLRRLYEEEILILQSHISDTSVVVKLDNSRDLNMDCIIAEIKAQYDDIVTRSRAEAESWYRSK....